Dataset: Serine/threonine kinase 33 screen with 319,792 compounds. Task: Binary Classification. Given a drug SMILES string, predict its activity (active/inactive) in a high-throughput screening assay against a specified biological target. (1) The molecule is s1c(/C=C\C(=O)Nc2c(n(n(c2=O)c2ccccc2)C)C)ccc1. The result is 0 (inactive). (2) The compound is S(c1nc2c(nc1N1CC(OC(C1)C)C)cccc2)CC(=O)Nc1cc(ccc1)C(F)(F)F. The result is 0 (inactive). (3) The compound is O=C1N(Cc2c1c(ccc2)C(=O)NCCc1ccccc1)CCC. The result is 0 (inactive).